From a dataset of Catalyst prediction with 721,799 reactions and 888 catalyst types from USPTO. Predict which catalyst facilitates the given reaction. (1) Reactant: [C:1]1([S:7]([N:10]2[C:18]3[C:13](=[CH:14][C:15](Br)=[CH:16][CH:17]=3)[C:12]([CH2:20][CH2:21][NH:22][C:23]([O:25][C:26]([CH3:29])([CH3:28])[CH3:27])=[O:24])=[CH:11]2)(=[O:9])=[O:8])[CH:6]=[CH:5][CH:4]=[CH:3][CH:2]=1.C(=O)([O-])[O-].[Cs+].[Cs+].[CH:36]1[C:45]2[C:40](=[CH:41][CH:42]=[CH:43][CH:44]=2)[CH:39]=[CH:38][C:37]=1B(O)O. Product: [C:1]1([S:7]([N:10]2[C:18]3[C:13](=[CH:14][C:15]([C:38]4[CH:37]=[CH:36][C:45]5[C:40](=[CH:41][CH:42]=[CH:43][CH:44]=5)[CH:39]=4)=[CH:16][CH:17]=3)[C:12]([CH2:20][CH2:21][NH:22][C:23]([O:25][C:26]([CH3:29])([CH3:28])[CH3:27])=[O:24])=[CH:11]2)(=[O:9])=[O:8])[CH:6]=[CH:5][CH:4]=[CH:3][CH:2]=1. The catalyst class is: 108. (2) Reactant: [Cl:1][C:2]1[CH:3]=[C:4]([NH:26][C:27]([C:29]2[S:33][C:32]3[CH:34]=[CH:35][C:36]([NH:38][S:39]([CH2:42][CH2:43][CH2:44][CH2:45]Cl)(=[O:41])=[O:40])=[CH:37][C:31]=3[CH:30]=2)=[O:28])[CH:5]=[C:6]([C:8]([C:11]2[CH:16]=[C:15]([O:17][C:18]([F:21])([F:20])[F:19])[CH:14]=[C:13]([O:22][CH:23]([CH3:25])[CH3:24])[CH:12]=2)([CH3:10])[CH3:9])[CH:7]=1.C([O-])([O-])=O.[K+].[K+]. Product: [Cl:1][C:2]1[CH:3]=[C:4]([NH:26][C:27]([C:29]2[S:33][C:32]3[CH:34]=[CH:35][C:36]([N:38]4[CH2:45][CH2:44][CH2:43][CH2:42][S:39]4(=[O:40])=[O:41])=[CH:37][C:31]=3[CH:30]=2)=[O:28])[CH:5]=[C:6]([C:8]([C:11]2[CH:16]=[C:15]([O:17][C:18]([F:21])([F:20])[F:19])[CH:14]=[C:13]([O:22][CH:23]([CH3:25])[CH3:24])[CH:12]=2)([CH3:10])[CH3:9])[CH:7]=1. The catalyst class is: 3. (3) Product: [N:37]1[CH:38]=[CH:39][CH:40]=[C:35]([CH2:34][NH:33][C:31]([C:28]2[N:20]3[C:19]([CH2:18][N:17]([C:15]([C:12]4[CH:11]=[CH:10][C:9]([C:4]5[CH:5]=[CH:6][CH:7]=[CH:8][C:3]=5[CH2:1][N:41]5[CH2:45][CH2:44][CH2:43][CH2:42]5)=[CH:14][CH:13]=4)=[O:16])[C:23]4[CH:24]=[CH:25][CH:26]=[CH:27][C:22]=4[CH2:21]3)=[CH:30][CH:29]=2)=[O:32])[CH:36]=1. The catalyst class is: 466. Reactant: [CH:1]([C:3]1[CH:8]=[CH:7][CH:6]=[CH:5][C:4]=1[C:9]1[CH:14]=[CH:13][C:12]([C:15]([N:17]2[C:23]3[CH:24]=[CH:25][CH:26]=[CH:27][C:22]=3[CH2:21][N:20]3[C:28]([C:31]([NH:33][CH2:34][C:35]4[CH:36]=[N:37][CH:38]=[CH:39][CH:40]=4)=[O:32])=[CH:29][CH:30]=[C:19]3[CH2:18]2)=[O:16])=[CH:11][CH:10]=1)=O.[NH:41]1[CH2:45][CH2:44][CH2:43][CH2:42]1.C([BH3-])#N.[Na+]. (4) Reactant: [CH3:1][O:2][C:3]1[CH:17]=[C:16]([N+:18]([O-])=O)[CH:15]=[CH:14][C:4]=1[O:5][CH2:6][CH2:7][N:8]1[CH2:13][CH2:12][O:11][CH2:10][CH2:9]1.[H][H]. Product: [CH3:1][O:2][C:3]1[CH:17]=[C:16]([NH2:18])[CH:15]=[CH:14][C:4]=1[O:5][CH2:6][CH2:7][N:8]1[CH2:13][CH2:12][O:11][CH2:10][CH2:9]1. The catalyst class is: 99.